The task is: Predict which catalyst facilitates the given reaction.. This data is from Catalyst prediction with 721,799 reactions and 888 catalyst types from USPTO. Reactant: [CH3:1][O-:2].[Na+].C1(C)C=CC=CC=1.[CH3:11][O:12][C:13]1[C:31]([O:32][CH3:33])=[C:30]([O:34][CH3:35])[CH:29]=[C:28]([CH3:36])[C:14]=1[C:15]([C:17]1[C:22]([C:23]([F:26])([F:25])[F:24])=[CH:21][N:20]=[CH:19][C:18]=1Cl)=[O:16].CN(C)P(=O)(N(C)C)N(C)C. Product: [CH3:11][O:12][C:13]1[C:31]([O:32][CH3:33])=[C:30]([O:34][CH3:35])[CH:29]=[C:28]([CH3:36])[C:14]=1[C:15]([C:17]1[C:22]([C:23]([F:26])([F:25])[F:24])=[CH:21][N:20]=[CH:19][C:18]=1[O:2][CH3:1])=[O:16]. The catalyst class is: 6.